From a dataset of Full USPTO retrosynthesis dataset with 1.9M reactions from patents (1976-2016). Predict the reactants needed to synthesize the given product. (1) Given the product [CH3:33][O:32][C:30](=[O:31])[C:29]1[CH:34]=[CH:35][C:26]([O:20][CH2:19][C:9]2[C:10]([C:13]3[CH:14]=[CH:15][CH:16]=[CH:17][CH:18]=3)=[N:11][O:12][C:8]=2[C:7]([CH3:22])([CH3:21])[O:6][SiH2:5][C:1]([CH3:4])([CH3:2])[CH3:3])=[N:27][CH:28]=1, predict the reactants needed to synthesize it. The reactants are: [C:1]([SiH2:5][O:6][C:7]([CH3:22])([CH3:21])[C:8]1[O:12][N:11]=[C:10]([C:13]2[CH:18]=[CH:17][CH:16]=[CH:15][CH:14]=2)[C:9]=1[CH2:19][OH:20])([CH3:4])([CH3:3])[CH3:2].[H-].[Na+].Cl[C:26]1[CH:35]=[CH:34][C:29]([C:30]([O:32][CH3:33])=[O:31])=[CH:28][N:27]=1. (2) Given the product [CH2:9]1[C:10]2[C:6](=[CH:5][C:4]([CH:1]3[C:19]4[C:14](=[CH:15][CH:16]=[CH:17][CH:18]=4)[CH2:13][N:20]([CH3:22])[CH2:2]3)=[CH:12][CH:11]=2)[CH2:7][CH2:8]1, predict the reactants needed to synthesize it. The reactants are: [C:1]([C:4]1[CH:5]=[C:6]2[C:10](=[CH:11][CH:12]=1)[CH2:9][CH2:8][CH2:7]2)(=O)[CH3:2].[CH2:13]([NH2:20])[C:14]1[CH:19]=[CH:18][CH:17]=[CH:16][CH:15]=1.Cl.[CH2:22](OCC)C. (3) Given the product [Cl:1][C:2]1[N:3]=[C:4]([N:32]([CH3:39])[CH2:33][C:34]2[S:35][CH:36]=[CH:37][N:38]=2)[C:5]([F:31])=[C:6]([NH:8][NH2:9])[N:7]=1, predict the reactants needed to synthesize it. The reactants are: [Cl:1][C:2]1[N:7]=[C:6]([N:8](C(OC(C)(C)C)=O)[N:9](C(OC(C)(C)C)=O)C(OC(C)(C)C)=O)[C:5]([F:31])=[C:4]([N:32]([CH3:39])[CH2:33][C:34]2[S:35][CH:36]=[CH:37][N:38]=2)[N:3]=1.Cl. (4) The reactants are: [Br:1][C:2]1[C:9]([O:10][CH3:11])=[N:8][C:7]([C:12]([F:15])([F:14])[F:13])=[C:6]([Br:16])[C:3]=1[CH:4]=[O:5].[BH4-].[Na+]. Given the product [Br:1][C:2]1[C:9]([O:10][CH3:11])=[N:8][C:7]([C:12]([F:15])([F:14])[F:13])=[C:6]([Br:16])[C:3]=1[CH2:4][OH:5], predict the reactants needed to synthesize it.